This data is from NCI-60 drug combinations with 297,098 pairs across 59 cell lines. The task is: Regression. Given two drug SMILES strings and cell line genomic features, predict the synergy score measuring deviation from expected non-interaction effect. (1) Cell line: M14. Synergy scores: CSS=38.0, Synergy_ZIP=0.463, Synergy_Bliss=0.225, Synergy_Loewe=1.61, Synergy_HSA=0.363. Drug 1: C1=CC(=CC=C1C#N)C(C2=CC=C(C=C2)C#N)N3C=NC=N3. Drug 2: CCCCC(=O)OCC(=O)C1(CC(C2=C(C1)C(=C3C(=C2O)C(=O)C4=C(C3=O)C=CC=C4OC)O)OC5CC(C(C(O5)C)O)NC(=O)C(F)(F)F)O. (2) Drug 1: C1=CC=C(C=C1)NC(=O)CCCCCCC(=O)NO. Drug 2: CC1C(C(CC(O1)OC2CC(CC3=C2C(=C4C(=C3O)C(=O)C5=C(C4=O)C(=CC=C5)OC)O)(C(=O)CO)O)N)O.Cl. Cell line: SW-620. Synergy scores: CSS=40.1, Synergy_ZIP=-5.63, Synergy_Bliss=-3.73, Synergy_Loewe=-5.27, Synergy_HSA=-0.354. (3) Drug 1: CC1C(C(=O)NC(C(=O)N2CCCC2C(=O)N(CC(=O)N(C(C(=O)O1)C(C)C)C)C)C(C)C)NC(=O)C3=C4C(=C(C=C3)C)OC5=C(C(=O)C(=C(C5=N4)C(=O)NC6C(OC(=O)C(N(C(=O)CN(C(=O)C7CCCN7C(=O)C(NC6=O)C(C)C)C)C)C(C)C)C)N)C. Drug 2: C1=NC(=NC(=O)N1C2C(C(C(O2)CO)O)O)N. Cell line: SW-620. Synergy scores: CSS=26.2, Synergy_ZIP=-10.1, Synergy_Bliss=-7.62, Synergy_Loewe=-7.61, Synergy_HSA=-7.27. (4) Drug 1: C1C(C(OC1N2C=C(C(=O)NC2=O)F)CO)O. Drug 2: CCCCCOC(=O)NC1=NC(=O)N(C=C1F)C2C(C(C(O2)C)O)O. Cell line: HOP-62. Synergy scores: CSS=4.78, Synergy_ZIP=-0.563, Synergy_Bliss=-5.64, Synergy_Loewe=-2.37, Synergy_HSA=-2.85. (5) Drug 1: CN1CCC(CC1)COC2=C(C=C3C(=C2)N=CN=C3NC4=C(C=C(C=C4)Br)F)OC. Drug 2: CC1C(C(=O)NC(C(=O)N2CCCC2C(=O)N(CC(=O)N(C(C(=O)O1)C(C)C)C)C)C(C)C)NC(=O)C3=C4C(=C(C=C3)C)OC5=C(C(=O)C(=C(C5=N4)C(=O)NC6C(OC(=O)C(N(C(=O)CN(C(=O)C7CCCN7C(=O)C(NC6=O)C(C)C)C)C)C(C)C)C)N)C. Cell line: LOX IMVI. Synergy scores: CSS=15.3, Synergy_ZIP=5.12, Synergy_Bliss=14.6, Synergy_Loewe=15.7, Synergy_HSA=15.2. (6) Drug 1: C1=CC=C(C=C1)NC(=O)CCCCCCC(=O)NO. Drug 2: CN(CC1=CN=C2C(=N1)C(=NC(=N2)N)N)C3=CC=C(C=C3)C(=O)NC(CCC(=O)O)C(=O)O. Cell line: SK-OV-3. Synergy scores: CSS=25.2, Synergy_ZIP=-0.319, Synergy_Bliss=2.21, Synergy_Loewe=-28.6, Synergy_HSA=-1.96. (7) Drug 1: CC1=C(C=C(C=C1)C(=O)NC2=CC(=CC(=C2)C(F)(F)F)N3C=C(N=C3)C)NC4=NC=CC(=N4)C5=CN=CC=C5. Drug 2: CNC(=O)C1=NC=CC(=C1)OC2=CC=C(C=C2)NC(=O)NC3=CC(=C(C=C3)Cl)C(F)(F)F. Cell line: PC-3. Synergy scores: CSS=-0.789, Synergy_ZIP=1.07, Synergy_Bliss=-1.57, Synergy_Loewe=-2.58, Synergy_HSA=-3.87.